This data is from Forward reaction prediction with 1.9M reactions from USPTO patents (1976-2016). The task is: Predict the product of the given reaction. Given the reactants ClC1C=CC=C(C=1)C(N)=O.[NH2:11][C:12]1[CH:27]=[CH:26][C:25]([Cl:28])=[CH:24][C:13]=1[C:14]([NH:16][C:17]1[CH:22]=[CH:21][C:20]([Cl:23])=[CH:19][N:18]=1)=[O:15].[C:29]([N:36]1[CH2:41][CH2:40][CH:39]([C:42](Cl)=[O:43])[CH2:38][CH2:37]1)([O:31][C:32]([CH3:35])([CH3:34])[CH3:33])=[O:30], predict the reaction product. The product is: [Cl:23][C:20]1[CH:21]=[CH:22][C:17]([NH:16][C:14](=[O:15])[C:13]2[CH:24]=[C:25]([Cl:28])[CH:26]=[CH:27][C:12]=2[NH:11][C:42]([CH:39]2[CH2:40][CH2:41][N:36]([C:29]([O:31][C:32]([CH3:35])([CH3:34])[CH3:33])=[O:30])[CH2:37][CH2:38]2)=[O:43])=[N:18][CH:19]=1.